Dataset: Full USPTO retrosynthesis dataset with 1.9M reactions from patents (1976-2016). Task: Predict the reactants needed to synthesize the given product. (1) Given the product [C:1]([O:4][CH2:5][C:6]([CH3:53])([CH3:52])[CH2:7][N:8]1[C:14]2[CH:15]=[CH:16][C:17]([Cl:19])=[CH:18][C:13]=2[C@@H:12]([C:20]2[CH:25]=[CH:24][CH:23]=[C:22]([O:26][CH3:27])[C:21]=2[O:28][CH3:29])[O:11][C@H:10]([CH2:30][C:31]([NH:33][C:34]2[CH:49]=[CH:48][C:37]([C:38]([OH:40])=[O:39])=[CH:36][C:35]=2[CH3:50])=[O:32])[C:9]1=[O:51])(=[O:3])[CH3:2], predict the reactants needed to synthesize it. The reactants are: [C:1]([O:4][CH2:5][C:6]([CH3:53])([CH3:52])[CH2:7][N:8]1[C:14]2[CH:15]=[CH:16][C:17]([Cl:19])=[CH:18][C:13]=2[C@@H:12]([C:20]2[CH:25]=[CH:24][CH:23]=[C:22]([O:26][CH3:27])[C:21]=2[O:28][CH3:29])[O:11][C@H:10]([CH2:30][C:31]([NH:33][C:34]2[CH:49]=[CH:48][C:37]([C:38]([O:40]CC3C=CC=CC=3)=[O:39])=[CH:36][C:35]=2[CH3:50])=[O:32])[C:9]1=[O:51])(=[O:3])[CH3:2]. (2) Given the product [Cl:13][CH2:12][C@@H:11]([CH3:14])[CH2:10][O:8][C:5]1[CH:6]=[CH:7][C:2]([Br:1])=[CH:3][CH:4]=1, predict the reactants needed to synthesize it. The reactants are: [Br:1][C:2]1[CH:7]=[CH:6][C:5]([OH:8])=[CH:4][CH:3]=1.Br[CH2:10][C@H:11]([CH3:14])[CH2:12][Cl:13].